Dataset: Reaction yield outcomes from USPTO patents with 853,638 reactions. Task: Predict the reaction yield, written as a fraction of the theoretical maximum amount of product (1.0 means a 100% yield; for example, 0.34 means a 34% yield). (1) The reactants are C([O:3][C:4]([C:6]1([C:11]2[CH:16]=[C:15]([O:17][CH2:18][C:19]([F:22])([F:21])[F:20])[C:14]([C:23]3[CH:28]=[CH:27][C:26]([C:29]([F:32])([F:31])[F:30])=[CH:25][CH:24]=3)=[C:13]([Cl:33])[CH:12]=2)[CH2:10][CH2:9][CH2:8][CH2:7]1)=[O:5])C.[Li+].[OH-]. The catalyst is CO.C1COCC1.O. The product is [Cl:33][C:13]1[CH:12]=[C:11]([C:6]2([C:4]([OH:5])=[O:3])[CH2:7][CH2:8][CH2:9][CH2:10]2)[CH:16]=[C:15]([O:17][CH2:18][C:19]([F:21])([F:22])[F:20])[C:14]=1[C:23]1[CH:24]=[CH:25][C:26]([C:29]([F:30])([F:31])[F:32])=[CH:27][CH:28]=1. The yield is 0.730. (2) The reactants are Br[C:2]1[CH:7]=[CH:6][C:5]([S:8]([NH:11][CH3:12])(=[O:10])=[O:9])=[CH:4][CH:3]=1.[NH2:13][C:14]1[CH:15]=[C:16](B(O)O)[CH:17]=[CH:18][CH:19]=1.C(=O)([O-])[O-].[K+].[K+].O. The catalyst is CN(C=O)C.C1C=CC([P]([Pd]([P](C2C=CC=CC=2)(C2C=CC=CC=2)C2C=CC=CC=2)([P](C2C=CC=CC=2)(C2C=CC=CC=2)C2C=CC=CC=2)[P](C2C=CC=CC=2)(C2C=CC=CC=2)C2C=CC=CC=2)(C2C=CC=CC=2)C2C=CC=CC=2)=CC=1. The product is [NH2:13][C:14]1[CH:19]=[C:18]([C:2]2[CH:7]=[CH:6][C:5]([S:8]([NH:11][CH3:12])(=[O:10])=[O:9])=[CH:4][CH:3]=2)[CH:17]=[CH:16][CH:15]=1. The yield is 0.500.